From a dataset of Full USPTO retrosynthesis dataset with 1.9M reactions from patents (1976-2016). Predict the reactants needed to synthesize the given product. (1) Given the product [Cl:25][C:23]1[CH:22]=[CH:21][CH:20]=[CH:19][C:33]=1[CH:32]([C:10]1[CH2:14][C:13]([C:19]2[CH:24]=[C:23]([Cl:25])[CH:22]=[C:21]([Cl:26])[CH:20]=2)([C:15]([F:17])([F:18])[F:16])[O:12][N:11]=1)[NH:29][C:39](=[O:44])[C:40]([F:41])([F:42])[F:43], predict the reactants needed to synthesize it. The reactants are: ClC1C=CC([C:10]2[CH2:14][C:13]([C:19]3[CH:24]=[C:23]([Cl:25])[CH:22]=[C:21]([Cl:26])[CH:20]=3)([C:15]([F:18])([F:17])[F:16])[O:12][N:11]=2)=CC=1CN.C([N:29]([CH2:32][CH3:33])CC)C.[F:41][C:40]([F:43])([F:42])[C:39](O[C:39](=[O:44])[C:40]([F:43])([F:42])[F:41])=[O:44].C(=O)([O-])O.[Na+]. (2) Given the product [CH3:15]/[C:14](/[O-:16])=[CH:13]/[C:10]([CH3:11])=[O:12].[CH3:15]/[C:14](/[O-:16])=[CH:13]/[C:10]([CH3:11])=[O:12].[CH3:15]/[C:14](/[O-:16])=[CH:13]/[C:10]([CH3:11])=[O:12].[Fe+3:1], predict the reactants needed to synthesize it. The reactants are: [Fe:1](Cl)(Cl)Cl.N.[OH-].[Fe+3].[OH-].[OH-].[C:10]([CH2:13][C:14](=[O:16])[CH3:15])(=[O:12])[CH3:11].